This data is from Reaction yield outcomes from USPTO patents with 853,638 reactions. The task is: Predict the reaction yield, written as a fraction of the theoretical maximum amount of product (1.0 means a 100% yield; for example, 0.34 means a 34% yield). (1) The reactants are [N:1]1[C:10]2[CH:9]=[CH:8][N:7]=[C:6]([NH2:11])[C:5]=2[CH:4]=[CH:3][CH:2]=1.Br[CH:13]([CH3:21])[C:14](=O)[C:15]([O:17][CH2:18]C)=[O:16]. The catalyst is C1COCC1. The product is [CH3:21][C:13]1[N:7]2[C:6]([C:5]3[CH:4]=[CH:3][CH:2]=[N:1][C:10]=3[CH:9]=[CH:8]2)=[N:11][C:14]=1[C:15]([O:17][CH3:18])=[O:16]. The yield is 0.600. (2) The product is [OH:3][CH:1]([C:4]1[CH:9]=[CH:8][CH:7]=[CH:6][C:5]=1[C:10]1[CH:15]=[CH:14][C:13]([C:16]([N:18]2[C:24]3[CH:25]=[CH:26][CH:27]=[CH:28][C:23]=3[CH2:22][N:21]3[C:29]([C:32]([NH:34][CH2:35][C:36]4[CH:37]=[N:38][CH:39]=[CH:40][CH:41]=4)=[O:33])=[CH:30][CH:31]=[C:20]3[CH2:19]2)=[O:17])=[CH:12][C:11]=1[CH3:42])[CH3:2]. The catalyst is CC(O)C.O. The yield is 0.500. The reactants are [C:1]([C:4]1[CH:9]=[CH:8][CH:7]=[CH:6][C:5]=1[C:10]1[CH:15]=[CH:14][C:13]([C:16]([N:18]2[C:24]3[CH:25]=[CH:26][CH:27]=[CH:28][C:23]=3[CH2:22][N:21]3[C:29]([C:32]([NH:34][CH2:35][C:36]4[CH:37]=[N:38][CH:39]=[CH:40][CH:41]=4)=[O:33])=[CH:30][CH:31]=[C:20]3[CH2:19]2)=[O:17])=[CH:12][C:11]=1[CH3:42])(=[O:3])[CH3:2].[BH4-].[Na+]. (3) The reactants are C([N:3]([CH2:6][CH3:7])CC)C.[Cl:8][CH2:9][C@H:10]1[O:14][C@@H:13]([N:15]2[CH:23]=[N:22][C:21]3[C:16]2=[N:17][CH:18]=[N:19][C:20]=3Cl)[C@H:12]([OH:25])[C@@H:11]1[OH:26]. The catalyst is C(O)(C)C. The product is [OH:14][C@@H:13]1[CH2:12][CH2:11][CH2:7][C@H:6]1[NH:3][C:20]1[N:19]=[CH:18][N:17]=[C:16]2[C:21]=1[N:22]=[CH:23][N:15]2[CH:13]1[C@H:12]([OH:25])[C@H:11]([OH:26])[C@@H:10]([CH2:9][Cl:8])[O:14]1. The yield is 0.810.